Dataset: Forward reaction prediction with 1.9M reactions from USPTO patents (1976-2016). Task: Predict the product of the given reaction. (1) Given the reactants S(Cl)(Cl)=O.[F:5][C:6]1[CH:14]=[CH:13][C:12]([C:15]2[CH:24]=[CH:23][C:22]3[C:17](=[CH:18][CH:19]=[C:20]([O:25][CH3:26])[CH:21]=3)[CH:16]=2)=[CH:11][C:7]=1[C:8]([OH:10])=[O:9].[CH3:27]O, predict the reaction product. The product is: [F:5][C:6]1[CH:14]=[CH:13][C:12]([C:15]2[CH:24]=[CH:23][C:22]3[C:17](=[CH:18][CH:19]=[C:20]([O:25][CH3:26])[CH:21]=3)[CH:16]=2)=[CH:11][C:7]=1[C:8]([O:10][CH3:27])=[O:9]. (2) Given the reactants [CH2:1]([CH:3]1[N:12]2[C:7](=[CH:8][C:9](=[O:18])[C:10]([C:13]([O:15][CH2:16][CH3:17])=[O:14])=[CH:11]2)[C:6]2[CH:19]=[C:20]([O:24][CH3:25])[C:21]([OH:23])=[CH:22][C:5]=2[CH2:4]1)[CH3:2].Br[CH2:27][CH2:28][O:29][CH2:30][CH3:31].C([O-])([O-])=O.[K+].[K+], predict the reaction product. The product is: [CH2:28]([O:29][CH2:30][CH2:31][O:23][C:21]1[C:20]([O:24][CH3:25])=[CH:19][C:6]2[C:7]3[N:12]([CH:3]([CH2:1][CH3:2])[CH2:4][C:5]=2[CH:22]=1)[CH:11]=[C:10]([C:13]([O:15][CH2:16][CH3:17])=[O:14])[C:9](=[O:18])[CH:8]=3)[CH3:27]. (3) Given the reactants Cl.C(O[C:5]([C:7]1[NH:8][CH:9]=[CH:10][C:11]=1[NH2:12])=[O:6])C.[F:13][C:14]1[CH:15]=[C:16]2[C:20](=[CH:21][CH:22]=1)[NH:19][CH:18]=[C:17]2[CH:23]=O.[BH3-]C#N.[Na+].CCN(CC)CC.C([N:44]=[C:45]=[S:46])(=O)C1C=CC=CC=1, predict the reaction product. The product is: [F:13][C:14]1[CH:15]=[C:16]2[C:20](=[CH:21][CH:22]=1)[NH:19][CH:18]=[C:17]2[CH2:23][N:12]1[C:11]2[CH:10]=[CH:9][NH:8][C:7]=2[C:5](=[O:6])[NH:44][C:45]1=[S:46]. (4) Given the reactants [Br:1][C:2]1[CH:3]=[N:4][C:5]2[N:6]([N:8]=[C:9]([C:11]([OH:13])=O)[CH:10]=2)[CH:7]=1.[Br:14][C:15]1[CH:24]=[C:23]2[C:18]([CH2:19][CH2:20][NH:21][CH:22]2[CH3:25])=[CH:17][CH:16]=1, predict the reaction product. The product is: [Br:14][C:15]1[CH:24]=[C:23]2[C:18]([CH2:19][CH2:20][N:21]([C:11]([C:9]3[CH:10]=[C:5]4[N:4]=[CH:3][C:2]([Br:1])=[CH:7][N:6]4[N:8]=3)=[O:13])[CH:22]2[CH3:25])=[CH:17][CH:16]=1.